This data is from Drug-target binding data from BindingDB using Kd measurements. The task is: Regression. Given a target protein amino acid sequence and a drug SMILES string, predict the binding affinity score between them. We predict pKd (pKd = -log10(Kd in M); higher means stronger binding). Dataset: bindingdb_kd. The drug is Cc1ccc2nc(NCCN)c3ncc(C)n3c2c1. The target protein (Q8IY84) has sequence MTAVYMNGGGLVNPHYARWDRRDSVESGCQTESSKEGEEGQPRQLTPFEKLTQDMSQDEKVVREITLGKRIGFYRIRGEIGSGNFSQVKLGIHSLTKEKVAIKILDKTKLDQKTQRLLSREISSMEKLHHPNIIRLYEVVETLSKLHLVMEYAGGGELFGKISTEGKLSEPESKLIFSQIVSAVKHMHENQIIHRDLKAENVFYTSNTCVKVGDFGFSTVSKKGEMLNTFCGSPPYAAPELFRDEHYIGIYVDIWALGVLLYFMVTGTMPFRAETVAKLKKSILEGTYSVPPHVSEPCHRLIRGVLQQIPTERYGIDCIMNDEWMQGVPYPTPLEPFQLDPKHLSETSTLKEEENEVKSTLEHLGITEEHIRNNQGRDARSSITGVYRIILHRVQRKKALESVPVMMLPDPKERDLKKGSRVYRGIRHTSKFCSIL. The pKd is 5.0.